This data is from Full USPTO retrosynthesis dataset with 1.9M reactions from patents (1976-2016). The task is: Predict the reactants needed to synthesize the given product. Given the product [CH:34]1([C:30]2[NH:31][C:32](=[O:33])[C:28]3([CH2:27][CH2:26][N:25]([S:22](/[CH:21]=[CH:20]/[C:16]4[C:17]([CH3:19])=[CH:18][C:13]([NH:12][C:3]5[S:4][CH2:5][CH2:6][N:7]=5)=[CH:14][C:15]=4[CH3:42])(=[O:23])=[O:24])[CH2:41][CH2:40]3)[N:29]=2)[CH2:39][CH2:38][CH2:37][CH2:36][CH2:35]1, predict the reactants needed to synthesize it. The reactants are: CS[C:3]1[S:4][CH2:5][CH2:6][N:7]=1.C(O)(=O)C.[NH2:12][C:13]1[CH:18]=[C:17]([CH3:19])[C:16](/[CH:20]=[CH:21]/[S:22]([N:25]2[CH2:41][CH2:40][C:28]3([C:32](=[O:33])[NH:31][C:30]([CH:34]4[CH2:39][CH2:38][CH2:37][CH2:36][CH2:35]4)=[N:29]3)[CH2:27][CH2:26]2)(=[O:24])=[O:23])=[C:15]([CH3:42])[CH:14]=1.